From a dataset of Catalyst prediction with 721,799 reactions and 888 catalyst types from USPTO. Predict which catalyst facilitates the given reaction. (1) Reactant: [CH2:1]([C:8]1[CH:16]=[C:15]([O:17][CH3:18])[CH:14]=[CH:13][C:9]=1[C:10]([OH:12])=O)[C:2]1[CH:7]=[CH:6][CH:5]=[CH:4][CH:3]=1.C[N:20]([CH:22]=O)C.[C:24](Cl)(=O)C(Cl)=O. Product: [CH2:1]([C:8]1[CH:16]=[C:15]([O:17][CH3:18])[CH:14]=[CH:13][C:9]=1[C:10]([NH:20][CH2:22][CH3:24])=[O:12])[C:2]1[CH:3]=[CH:4][CH:5]=[CH:6][CH:7]=1. The catalyst class is: 2. (2) Reactant: [CH3:1][O:2][C:3]1[CH:4]=[C:5]2[C:10](=[CH:11][C:12]=1[O:13][CH3:14])[N:9]=[CH:8][CH:7]=[C:6]2[O:15][C:16]1[CH:22]=[CH:21][C:19]([NH2:20])=[CH:18][CH:17]=1.Cl[C:24](Cl)([O:26][C:27](=[O:33])OC(Cl)(Cl)Cl)Cl.[CH2:35]([N:37]([CH2:41]C)[CH2:38][CH2:39]O)[CH3:36].C(=O)(O)[O-].[Na+]. Product: [CH3:1][O:2][C:3]1[CH:4]=[C:5]2[C:10](=[CH:11][C:12]=1[O:13][CH3:14])[N:9]=[CH:8][CH:7]=[C:6]2[O:15][C:16]1[CH:22]=[CH:21][C:19]([NH:20][C:27](=[O:33])[O:26][CH2:24][CH2:41][N:37]([CH2:38][CH3:39])[CH2:35][CH3:36])=[CH:18][CH:17]=1. The catalyst class is: 208. (3) Reactant: [C:1]([O:5][C:6]([N:8]1[CH2:13][CH2:12][N:11](C2C=CC(N)=CN=2)[CH2:10][CH2:9]1)=[O:7])([CH3:4])([CH3:3])[CH3:2].[C:21]1([C:27]2[O:28][C:29]([C:35]([F:38])([F:37])[F:36])=[C:30]([C:32]([OH:34])=O)[N:31]=2)[CH:26]=[CH:25][CH:24]=[CH:23][CH:22]=1.F[P-](F)(F)(F)(F)F.Br[P+]([N:58]1[CH2:62][CH2:61][CH2:60][CH2:59]1)([N:58]1[CH2:62][CH2:61][CH2:60][CH2:59]1)[N:58]1[CH2:62][CH2:61][CH2:60][CH2:59]1.[CH2:63]([N:65](CC)CC)C. Product: [C:1]([O:5][C:6]([N:8]1[CH2:9][CH2:10][NH:11][CH2:12][CH:13]1[C:59]1[CH:60]=[CH:61][C:62]([NH:58][C:32]([C:30]2[N:31]=[C:27]([C:21]3[CH:22]=[CH:23][CH:24]=[CH:25][CH:26]=3)[O:28][C:29]=2[C:35]([F:38])([F:37])[F:36])=[O:34])=[CH:63][N:65]=1)=[O:7])([CH3:2])([CH3:3])[CH3:4]. The catalyst class is: 454. (4) Reactant: C([BH-](CC)CC)C.[Li+].C(N(CC)[C:12]1[N:17]=[C:16]([NH:18][C:19]([NH:21][C:22]2[N:23]=[C:24]([C:27]3[CH:32]=[CH:31][N:30]=[CH:29][CH:28]=3)[S:25][CH:26]=2)=[O:20])[C:15](C)=[CH:14][CH:13]=1)C.[CH3:36][CH2:37][N:38]([CH:42](C)C)[CH:39](C)[CH3:40]. Product: [CH2:37]([N:38]([CH2:42][C:12]1[N:17]=[C:16]([NH:18][C:19]([NH:21][C:22]2[N:23]=[C:24]([CH:27]3[CH2:28][CH2:29][NH:30][CH2:31][CH2:32]3)[S:25][CH:26]=2)=[O:20])[CH:15]=[CH:14][CH:13]=1)[CH2:39][CH3:40])[CH3:36]. The catalyst class is: 1. (5) Product: [Br:19][C:17]1[CH:16]=[CH:15][C:12]2[C:13]3[N:7]([CH2:8][CH2:9][O:10][C:11]=2[CH:18]=1)[CH:6]=[C:5]([C:3]([OH:4])=[O:2])[N:14]=3. The catalyst class is: 30. Reactant: C[O:2][C:3]([C:5]1[N:14]=[C:13]2[N:7]([CH2:8][CH2:9][O:10][C:11]3[CH:18]=[C:17]([Br:19])[CH:16]=[CH:15][C:12]=32)[CH:6]=1)=[O:4].[OH-].[Li+].Cl. (6) Reactant: [F:1][C:2]1[CH:7]=[CH:6][C:5]([CH2:8][C:9]2[CH:18]=[C:17]3[C:12]([C:13]([OH:34])=[C:14]([C:29](OCC)=[O:30])[C:15](=[O:28])[N:16]3[CH2:19][CH2:20][N:21]3[CH2:26][CH2:25][CH2:24][CH2:23][C:22]3=[O:27])=[N:11][CH:10]=2)=[CH:4][CH:3]=1.[NH2:35][C@H:36]([CH2:39][CH:40]([CH3:42])[CH3:41])[CH2:37][OH:38].OS([O-])(=O)=O.[Na+]. Product: [F:1][C:2]1[CH:7]=[CH:6][C:5]([CH2:8][C:9]2[CH:18]=[C:17]3[C:12]([C:13]([OH:34])=[C:14]([C:29]([NH:35][C@@H:36]([CH2:37][OH:38])[CH2:39][CH:40]([CH3:42])[CH3:41])=[O:30])[C:15](=[O:28])[N:16]3[CH2:19][CH2:20][N:21]3[CH2:26][CH2:25][CH2:24][CH2:23][C:22]3=[O:27])=[N:11][CH:10]=2)=[CH:4][CH:3]=1. The catalyst class is: 14. (7) Reactant: [C:1]([C:4]1[S:8][C:7]([C:9]2[N:10]=[C:11]([O:18][C:19]3[CH:24]=[CH:23][C:22]([CH2:25][C:26]([OH:28])=[O:27])=[CH:21][CH:20]=3)[C:12]3[CH2:17][CH2:16][CH2:15][C:13]=3[N:14]=2)=[CH:6][CH:5]=1)(=O)[NH2:2].S(Cl)(Cl)=O.[Cl-].[Na+].C1COCC1. Product: [C:1]([C:4]1[S:8][C:7]([C:9]2[N:10]=[C:11]([O:18][C:19]3[CH:20]=[CH:21][C:22]([CH2:25][C:26]([OH:28])=[O:27])=[CH:23][CH:24]=3)[C:12]3[CH2:17][CH2:16][CH2:15][C:13]=3[N:14]=2)=[CH:6][CH:5]=1)#[N:2]. The catalyst class is: 3.